From a dataset of Reaction yield outcomes from USPTO patents with 853,638 reactions. Predict the reaction yield, written as a fraction of the theoretical maximum amount of product (1.0 means a 100% yield; for example, 0.34 means a 34% yield). (1) The reactants are N[C@H:2]1[CH2:7][CH2:6][N:5]([C:8]([O:10][C:11]([CH3:14])([CH3:13])[CH3:12])=[O:9])[CH2:4][C@@H:3]1[C:15]([O:17][CH3:18])=[O:16].C(N([CH2:24][CH3:25])CC)C. The catalyst is ClCCl. The product is [CH2:11]([O:10][C:8]([C@H:2]1[CH2:7][CH2:6][N:5]([C:8]([O:10][C:11]([CH3:14])([CH3:13])[CH3:12])=[O:9])[CH2:4][C@H:3]1[C:15]([O:17][CH3:18])=[O:16])=[O:9])[C:25]1[CH:24]=[CH:4][CH:3]=[CH:2][CH:7]=1. The yield is 0.890. (2) The reactants are CS[C:3]([S:12][CH3:13])=[C:4]([C:10]#[N:11])[C:5]([O:7][CH2:8][CH3:9])=[O:6].[C:14]([NH2:17])(=O)[CH3:15].[H-].[Na+].C1(C)C=CC=CC=1.C(OCC)(=[O:29])C. No catalyst specified. The product is [CH3:15][C:14]1[NH:11][C:10](=[O:29])[C:4]([C:5]([O:7][CH2:8][CH3:9])=[O:6])=[C:3]([S:12][CH3:13])[N:17]=1. The yield is 0.390.